Dataset: Forward reaction prediction with 1.9M reactions from USPTO patents (1976-2016). Task: Predict the product of the given reaction. (1) The product is: [Br:10][C:11]1[CH:16]=[C:15]([CH:14]=[C:13]([Cl:18])[CH:12]=1)[O:1][C:2]1[CH:7]=[C:6]([CH3:8])[NH:5][C:4](=[O:9])[CH:3]=1. Given the reactants [OH:1][C:2]1[CH:7]=[C:6]([CH3:8])[NH:5][C:4](=[O:9])[CH:3]=1.[Br:10][C:11]1[CH:16]=[C:15](F)[CH:14]=[C:13]([Cl:18])[CH:12]=1.C(=O)([O-])[O-].[K+].[K+].Cl, predict the reaction product. (2) Given the reactants [F:1][B-](F)(F)F.N#[O+].N1C=CC=CC=1.[FH:14].C([O:18][C:19]1([C:33]2([C:39]3[CH:44]=[CH:43][CH:42]=[CH:41][CH:40]=3)SCCCS2)[CH2:24][CH2:23][CH2:22][CH:21]([NH:25]C(OC(C)(C)C)=O)[CH2:20]1)(=O)C.C(=O)([O-])[O-].[Na+].[Na+], predict the reaction product. The product is: [NH2:25][CH:21]1[CH2:22][CH2:23][CH2:24][C:19]([C:33]([F:1])([F:14])[C:39]2[CH:44]=[CH:43][CH:42]=[CH:41][CH:40]=2)([OH:18])[CH2:20]1. (3) Given the reactants [CH3:1][O:2][C:3](=[O:22])[C:4]1[C:5](=[CH:10][C:11]([O:14][C:15]2[CH:20]=[CH:19][CH:18]=[CH:17][C:16]=2[NH2:21])=[CH:12][CH:13]=1)[C:6]([O:8][CH3:9])=[O:7].[F:23][C:24]([F:36])([F:35])[O:25][C:26]1[CH:27]=[C:28]([CH:32]=[CH:33][CH:34]=1)[C:29](Cl)=[O:30], predict the reaction product. The product is: [CH3:1][O:2][C:3](=[O:22])[C:4]1[C:5](=[CH:10][C:11]([O:14][C:15]2[CH:20]=[CH:19][CH:18]=[CH:17][C:16]=2[NH:21][C:29](=[O:30])[C:28]2[CH:32]=[CH:33][CH:34]=[C:26]([O:25][C:24]([F:23])([F:35])[F:36])[CH:27]=2)=[CH:12][CH:13]=1)[C:6]([O:8][CH3:9])=[O:7]. (4) Given the reactants [NH2:1][C:2]1[CH:3]=[C:4]([CH:14]=[CH:15][C:16]=1[O:17][CH3:18])[C:5]([NH:7][C:8]1[CH:13]=[CH:12][CH:11]=[CH:10][CH:9]=1)=[O:6].[CH3:19][C:20]1([CH3:58])[CH2:24][O:23][C:22]([C:25]2[CH:30]=[CH:29][C:28]([Bi]([C:28]3[CH:27]=[CH:26][C:25]([C:22]4[O:23][CH2:24][C:20]([CH3:58])([CH3:19])[N:21]=4)=[CH:30][CH:29]=3)[C:28]3[CH:27]=[CH:26][C:25]([C:22]4[O:23][CH2:24][C:20]([CH3:58])([CH3:19])[N:21]=4)=[CH:30][CH:29]=3)=[CH:27][CH:26]=2)=[N:21]1.C(N(CC)CC)C, predict the reaction product. The product is: [CH3:19][C:20]1([CH3:58])[CH2:24][O:23][C:22]([C:25]2[CH:26]=[CH:27][C:28]([NH:1][C:2]3[CH:3]=[C:4]([CH:14]=[CH:15][C:16]=3[O:17][CH3:18])[C:5]([NH:7][C:8]3[CH:13]=[CH:12][CH:11]=[CH:10][CH:9]=3)=[O:6])=[CH:29][CH:30]=2)=[N:21]1. (5) Given the reactants [F:1][C:2]1[CH:7]=[C:6]([F:8])[CH:5]=[CH:4][C:3]=1[CH2:9][NH:10][C:11]([C:13]1[C:14](=[O:40])[C:15]([O:32]CC2C=CC=CC=2)=[C:16]2[C:29](=[O:30])[N:20]3[CH:21]4[CH2:28][CH2:27][CH2:26][CH2:25][CH:22]4[CH2:23][O:24][CH:19]3[CH2:18][N:17]2[CH:31]=1)=[O:12].Cl.OC[C@H]1CCCC[C@H]1N.CO.C(=O)([O-])[O-], predict the reaction product. The product is: [F:1][C:2]1[CH:7]=[C:6]([F:8])[CH:5]=[CH:4][C:3]=1[CH2:9][NH:10][C:11]([C:13]1[C:14](=[O:40])[C:15]([OH:32])=[C:16]2[C:29](=[O:30])[N:20]3[CH:21]4[CH2:28][CH2:27][CH2:26][CH2:25][CH:22]4[CH2:23][O:24][CH:19]3[CH2:18][N:17]2[CH:31]=1)=[O:12].